From a dataset of Forward reaction prediction with 1.9M reactions from USPTO patents (1976-2016). Predict the product of the given reaction. (1) The product is: [NH:24]1[C:32]2[C:27](=[CH:28][C:29]([C:2]3[N:3]=[C:4]([N:14]4[CH2:19][CH2:18][O:17][CH2:16][CH2:15]4)[C:5]4[S:10][C:9]([CH2:11][N:12]([CH3:13])[C:20](=[O:22])[CH3:21])=[CH:8][C:6]=4[N:7]=3)=[CH:30][CH:31]=2)[CH:26]=[CH:25]1. Given the reactants Cl[C:2]1[N:3]=[C:4]([N:14]2[CH2:19][CH2:18][O:17][CH2:16][CH2:15]2)[C:5]2[S:10][C:9]([CH2:11][NH:12][CH3:13])=[CH:8][C:6]=2[N:7]=1.[C:20](Cl)(=[O:22])[CH3:21].[NH:24]1[C:32]2[C:27](=[CH:28][C:29](B(O)O)=[CH:30][CH:31]=2)[CH:26]=[CH:25]1, predict the reaction product. (2) The product is: [CH3:1][NH:2][CH2:3][C:19]1[N:18]=[C:16]2[NH:17][CH:12]=[N:13][CH:14]=[C:15]2[CH:20]=1. Given the reactants [CH3:1][NH2:2].[CH2:3]=O.C(N[C:12]1[NH:17][C:16]2=[N:18][CH:19]=[CH:20][C:15]2=[C:14](O)[N:13]=1)(=O)C(C)(C)C.C(Cl)(Cl)Cl.CO, predict the reaction product. (3) Given the reactants [Br:1][C:2]1[CH:7]=[CH:6][C:5]([SH:8])=[CH:4][CH:3]=1.[Cl:9][C:10]1[CH:15]=[CH:14][CH:13]=[CH:12][C:11]=1I.CC(CCC)C(=O)C(=O)C(C)(C)C.C(=O)([O-])[O-].[Cs+].[Cs+], predict the reaction product. The product is: [Br:1][C:2]1[CH:7]=[CH:6][C:5]([S:8][C:11]2[CH:12]=[CH:13][CH:14]=[CH:15][C:10]=2[Cl:9])=[CH:4][CH:3]=1. (4) Given the reactants [NH2:1][C:2]1[CH:3]=[C:4]([CH:10]=[CH:11][C:12]=1[Cl:13])[C:5]([O:7][CH2:8][CH3:9])=[O:6].[N:14]([C:17]1[CH:26]=[CH:25][CH:24]=[CH:23][C:18]=1[C:19](OC)=[O:20])=[C:15]=[O:16].C(OCC)(=O)C, predict the reaction product. The product is: [Cl:13][C:12]1[CH:11]=[CH:10][C:4]([C:5]([O:7][CH2:8][CH3:9])=[O:6])=[CH:3][C:2]=1[N:1]1[C:19](=[O:20])[C:18]2[C:17](=[CH:26][CH:25]=[CH:24][CH:23]=2)[NH:14][C:15]1=[O:16]. (5) The product is: [NH2:25][C:26]1[C:27]([C:36]([NH:48][C@H:47]([C:49]([O:51][CH3:52])=[O:50])[C@@H:46]([CH3:53])[O:45][C:40]2([CH3:39])[CH2:44][CH2:43][CH2:42][CH2:41]2)=[O:38])=[CH:28][C:29]2[C:34]([CH:35]=1)=[CH:33][CH:32]=[CH:31][CH:30]=2. Given the reactants CN(C(ON1N=NC2C=CC=NC1=2)=[N+](C)C)C.F[P-](F)(F)(F)(F)F.[NH2:25][C:26]1[C:27]([C:36]([OH:38])=O)=[CH:28][C:29]2[C:34]([CH:35]=1)=[CH:33][CH:32]=[CH:31][CH:30]=2.[CH3:39][C:40]1([O:45][C@H:46]([CH3:53])[C@@H:47]([C:49]([O:51][CH3:52])=[O:50])[NH2:48])[CH2:44][CH2:43][CH2:42][CH2:41]1.C(N(C(C)C)CC)(C)C, predict the reaction product. (6) The product is: [NH2:35][CH:33]1[CH2:34][N:31]([C@H:28]2[CH2:29][CH2:30][C@H:25]([CH2:24][NH:23][C:5]3[C:4]([N+:1]([O-:3])=[O:2])=[CH:9][N:8]=[C:7]([NH:10][CH2:11][C:12]4[CH:17]=[CH:16][CH:15]=[CH:14][C:13]=4[O:18][C:19]([F:21])([F:22])[F:20])[N:6]=3)[CH2:26][CH2:27]2)[CH2:32]1. Given the reactants [N+:1]([C:4]1[C:5]([NH:23][CH2:24][CH:25]2[CH2:30][CH2:29][CH:28]([N:31]3[CH2:34][CH:33]([N:35]4C(=O)C5C(=CC=CC=5)C4=O)[CH2:32]3)[CH2:27][CH2:26]2)=[N:6][C:7]([NH:10][CH2:11][C:12]2[CH:17]=[CH:16][CH:15]=[CH:14][C:13]=2[O:18][C:19]([F:22])([F:21])[F:20])=[N:8][CH:9]=1)([O-:3])=[O:2].O.NN, predict the reaction product. (7) Given the reactants [NH2:1][C:2]1[CH:3]=[C:4]2[C:8](=[CH:9][CH:10]=1)[NH:7][CH:6]=[C:5]2[C:11](=[O:17])[C:12]([N:14]([CH3:16])[CH3:15])=[O:13].[Cl:18][C:19]1[CH:32]=[CH:31][C:22]2[S:23][C:24]([S:27](Cl)(=[O:29])=[O:28])=[C:25]([CH3:26])[C:21]=2[CH:20]=1, predict the reaction product. The product is: [Cl:18][C:19]1[CH:32]=[CH:31][C:22]2[S:23][C:24]([S:27]([NH:1][C:2]3[CH:3]=[C:4]4[C:8](=[CH:9][CH:10]=3)[NH:7][CH:6]=[C:5]4[C:11](=[O:17])[C:12]([N:14]([CH3:15])[CH3:16])=[O:13])(=[O:28])=[O:29])=[C:25]([CH3:26])[C:21]=2[CH:20]=1. (8) Given the reactants [N:1]1([C:7]2C=CC(O)=[CH:9][CH:8]=2)CCNCC1.C(O)(=[O:16])C.[Cl:18][C:19]1[N:20]=[C:21](NC2C=C(C=CC=2)C(O)=O)[C:22]2[S:27][CH2:26][CH2:25][C:23]=2[N:24]=1.[OH2:38], predict the reaction product. The product is: [Cl:18][C:19]1[N:20]=[C:21]([CH2:9][CH2:8][CH2:7][NH2:1])[C:22]2[S:27](=[O:16])(=[O:38])[CH2:26][CH2:25][C:23]=2[N:24]=1. (9) The product is: [Br:17][C:5]1[CH:4]=[C:3]([CH2:1][CH3:2])[CH:9]=[CH:8][C:6]=1[NH2:7]. Given the reactants [CH2:1]([C:3]1[CH:9]=[CH:8][C:6]([NH2:7])=[CH:5][CH:4]=1)[CH3:2].C1C(=O)N([Br:17])C(=O)C1, predict the reaction product.